The task is: Predict the reaction yield, written as a fraction of the theoretical maximum amount of product (1.0 means a 100% yield; for example, 0.34 means a 34% yield).. This data is from Reaction yield outcomes from USPTO patents with 853,638 reactions. (1) The reactants are [CH3:1][O:2][CH2:3][CH2:4][CH2:5][O:6][C:7]1[CH:12]=[CH:11][N:10]=[C:9]([CH2:13][S:14]([C:16]2[NH:20][C:19]3[CH:21]=[CH:22][CH:23]=[CH:24][C:18]=3[N:17]=2)=[O:15])[C:8]=1[CH3:25].[OH-].[Na+:27]. The catalyst is CO. The product is [CH3:25][C:8]1[C:9]([CH2:13][S+:14]([O-:15])[C:16]2[N-:17][C:18]3[CH:24]=[CH:23][CH:22]=[CH:21][C:19]=3[N:20]=2)=[N:10][CH:11]=[CH:12][C:7]=1[O:6][CH2:5][CH2:4][CH2:3][O:2][CH3:1].[Na+:27]. The yield is 0.949. (2) The reactants are [C:1]([C:5]1[CH:12]=[CH:11][C:8]([CH:9]=O)=[CH:7][CH:6]=1)([O:3][CH3:4])=[O:2].[CH3:13][C:14]([CH3:16])=[O:15].[OH-:17].[Na+]. The catalyst is CO.O. The product is [C:1]([C:5]1[CH:12]=[CH:11][C:8]([CH:9]=[CH:13][C:14](=[O:15])[CH:16]=[CH:9][C:8]2[CH:11]=[CH:12][C:5]([C:1]([O:3][CH3:4])=[O:17])=[CH:6][CH:7]=2)=[CH:7][CH:6]=1)([O:3][CH3:4])=[O:2]. The yield is 0.440. (3) The reactants are Cl[C:2]1[N:7]=[C:6]([NH:8][C:9]2[CH:10]=[N:11][C:12]([O:15][CH3:16])=[CH:13][CH:14]=2)[C:5]([I:17])=[CH:4][N:3]=1.[CH3:18][O-:19].[Na+].CO. The catalyst is O. The product is [I:17][C:5]1[C:6]([NH:8][C:9]2[CH:10]=[N:11][C:12]([O:15][CH3:16])=[CH:13][CH:14]=2)=[N:7][C:2]([O:19][CH3:18])=[N:3][CH:4]=1. The yield is 0.910. (4) The reactants are Cl[C:2]1[CH:7]=[C:6]([N:8]2[CH:12]=[C:11]([Cl:13])[N:10]=[CH:9]2)[N:5]=[CH:4][N:3]=1.[NH3:14]. The catalyst is C(O)(C)C. The product is [Cl:13][C:11]1[N:10]=[CH:9][N:8]([C:6]2[N:5]=[CH:4][N:3]=[C:2]([NH2:14])[CH:7]=2)[CH:12]=1. The yield is 0.980. (5) The reactants are [CH2:1]([OH:8])[C:2]1[CH:7]=[CH:6][CH:5]=[CH:4][CH:3]=1.[H-].[Na+].Cl[C:12]1[N:13]=[C:14]([OH:22])[C:15]2[CH:21]=[CH:20][N:19]=[CH:18][C:16]=2[N:17]=1. The catalyst is CN(C=O)C. The product is [C:2]1([CH2:1][O:8][C:12]2[N:13]=[C:14]([OH:22])[C:15]3[CH:21]=[CH:20][N:19]=[CH:18][C:16]=3[N:17]=2)[CH:7]=[CH:6][CH:5]=[CH:4][CH:3]=1. The yield is 0.400.